This data is from NCI-60 drug combinations with 297,098 pairs across 59 cell lines. The task is: Regression. Given two drug SMILES strings and cell line genomic features, predict the synergy score measuring deviation from expected non-interaction effect. (1) Drug 1: C1=NC2=C(N=C(N=C2N1C3C(C(C(O3)CO)O)O)F)N. Drug 2: CCCCC(=O)OCC(=O)C1(CC(C2=C(C1)C(=C3C(=C2O)C(=O)C4=C(C3=O)C=CC=C4OC)O)OC5CC(C(C(O5)C)O)NC(=O)C(F)(F)F)O. Cell line: MCF7. Synergy scores: CSS=13.1, Synergy_ZIP=3.86, Synergy_Bliss=4.35, Synergy_Loewe=-13.2, Synergy_HSA=-0.496. (2) Drug 1: CN(C)C1=NC(=NC(=N1)N(C)C)N(C)C. Drug 2: C#CCC(CC1=CN=C2C(=N1)C(=NC(=N2)N)N)C3=CC=C(C=C3)C(=O)NC(CCC(=O)O)C(=O)O. Cell line: HL-60(TB). Synergy scores: CSS=-6.88, Synergy_ZIP=-8.77, Synergy_Bliss=-32.5, Synergy_Loewe=-78.9, Synergy_HSA=-35.0. (3) Drug 1: C1=NC(=NC(=O)N1C2C(C(C(O2)CO)O)O)N. Drug 2: C(CN)CNCCSP(=O)(O)O. Cell line: M14. Synergy scores: CSS=34.4, Synergy_ZIP=-5.97, Synergy_Bliss=2.31, Synergy_Loewe=-56.7, Synergy_HSA=1.35. (4) Drug 1: CC1=C2C(C(=O)C3(C(CC4C(C3C(C(C2(C)C)(CC1OC(=O)C(C(C5=CC=CC=C5)NC(=O)C6=CC=CC=C6)O)O)OC(=O)C7=CC=CC=C7)(CO4)OC(=O)C)O)C)OC(=O)C. Drug 2: CC1=C(N=C(N=C1N)C(CC(=O)N)NCC(C(=O)N)N)C(=O)NC(C(C2=CN=CN2)OC3C(C(C(C(O3)CO)O)O)OC4C(C(C(C(O4)CO)O)OC(=O)N)O)C(=O)NC(C)C(C(C)C(=O)NC(C(C)O)C(=O)NCCC5=NC(=CS5)C6=NC(=CS6)C(=O)NCCC[S+](C)C)O. Cell line: A498. Synergy scores: CSS=15.8, Synergy_ZIP=-4.57, Synergy_Bliss=0.530, Synergy_Loewe=-1.62, Synergy_HSA=1.29.